Dataset: Catalyst prediction with 721,799 reactions and 888 catalyst types from USPTO. Task: Predict which catalyst facilitates the given reaction. (1) Reactant: C[O:2][C:3](=[O:20])[CH2:4][NH:5][C:6]([C:8]1[CH:13]=[CH:12][C:11]([C:14]2[CH:19]=[CH:18][CH:17]=CC=2)=[CH:10][CH:9]=1)=[O:7].[OH-].[Na+].Cl.CO. Product: [CH:13]1[C:12]2[C:11](=[CH:14][CH:19]=[CH:18][CH:17]=2)[CH:10]=[CH:9][C:8]=1[C:6]([NH:5][CH2:4][C:3]([OH:2])=[O:20])=[O:7]. The catalyst class is: 6. (2) Reactant: [CH:1]1([C:7]2[C:8]3[CH:9]=[CH:10][C:11]([C:30]([O:32][CH3:33])=[O:31])=[CH:12][C:13]=3[N:14]3[CH2:21][CH2:20][N:19]([CH2:22][C:23](O)=O)[CH2:18][C:17]4[CH:26]=[CH:27][CH:28]=[CH:29][C:16]=4[C:15]=23)[CH2:6][CH2:5][CH2:4][CH2:3][CH2:2]1.CCN(C(C)C)C(C)C.CN(C(ON1N=NC2C=CC=NC1=2)=[N+](C)C)C.F[P-](F)(F)(F)(F)F.[CH3:67][NH:68][CH2:69][C:70]1[CH:71]=[N:72][CH:73]=[CH:74][CH:75]=1.[Cl-].[Na+].[OH2:78]. Product: [CH:1]1([C:7]2[C:8]3[CH:9]=[CH:10][C:11]([C:30]([O:32][CH3:33])=[O:31])=[CH:12][C:13]=3[N:14]3[CH2:21][CH2:20][N:19]([CH2:22][C:23]([N:68]([CH3:67])[CH2:69][C:70]4[CH:71]=[N:72][CH:73]=[CH:74][CH:75]=4)=[O:78])[CH2:18][C:29]4[CH:28]=[CH:27][CH:26]=[CH:17][C:16]=4[C:15]=23)[CH2:6][CH2:5][CH2:4][CH2:3][CH2:2]1. The catalyst class is: 2. (3) Reactant: [ClH:1].[NH2:2][C:3]1[C:4]([C:8](=[N:10][OH:11])N)=[N:5][O:6][N:7]=1.N([O-])=O.[Na+]. Product: [NH2:2][C:3]1[C:4]([C:8]([Cl:1])=[N:10][OH:11])=[N:5][O:6][N:7]=1. The catalyst class is: 6. (4) Reactant: [C:1]([NH:4][C:5]1[S:20][C:8]2[CH2:9][N:10](C(OC(C)(C)C)=O)[CH2:11][CH2:12][C:7]=2[C:6]=1[C:21]1[CH:26]=[CH:25][CH:24]=[CH:23][CH:22]=1)(=[O:3])[CH3:2].[F:27][C:28]([F:33])([F:32])[C:29]([OH:31])=[O:30]. Product: [F:27][C:28]([F:33])([F:32])[C:29]([O-:31])=[O:30].[C:1]([NH:4][C:5]1[S:20][C:8]2[CH2:9][NH2+:10][CH2:11][CH2:12][C:7]=2[C:6]=1[C:21]1[CH:26]=[CH:25][CH:24]=[CH:23][CH:22]=1)(=[O:3])[CH3:2]. The catalyst class is: 4.